Predict which catalyst facilitates the given reaction. From a dataset of Catalyst prediction with 721,799 reactions and 888 catalyst types from USPTO. Reactant: C[N:2]([CH3:13])[CH2:3][CH2:4][C:5]([C:7]1[CH:12]=[CH:11][CH:10]=[CH:9][CH:8]=1)=[O:6].[Br:14][C:15]1[CH:16]=C([CH:19]=[CH:20][CH:21]=1)N. Product: [Br:14][C:15]1[CH:16]=[C:13]([NH:2][CH2:3][CH2:4][C:5]([C:7]2[CH:8]=[CH:9][CH:10]=[CH:11][CH:12]=2)=[O:6])[CH:19]=[CH:20][CH:21]=1. The catalyst class is: 88.